From a dataset of Catalyst prediction with 721,799 reactions and 888 catalyst types from USPTO. Predict which catalyst facilitates the given reaction. (1) Reactant: O.[Cl:2][C:3]1[N:8]=[CH:7][C:6]([CH2:9][NH:10][CH2:11][CH:12]([F:14])[F:13])=[CH:5][CH:4]=1.[CH2:15]1[C:20](=[O:21])[O:19][CH2:18][C:16]1=O. Product: [Cl:2][C:3]1[N:8]=[CH:7][C:6]([CH2:9][N:10]([CH2:11][CH:12]([F:14])[F:13])[C:16]2[CH2:18][O:19][C:20](=[O:21])[CH:15]=2)=[CH:5][CH:4]=1. The catalyst class is: 626. (2) Reactant: [CH2:1]([C@H:4]([CH2:8][CH2:9][CH2:10][CH2:11][CH2:12][CH3:13])[C:5]([OH:7])=[O:6])[CH2:2][CH3:3].C(N(CC)CC)C.Br[CH2:22][C:23]([C:25]1[CH:30]=[CH:29][CH:28]=[CH:27][CH:26]=1)=[O:24].CC#N.O. Product: [CH2:1]([C@H:4]([CH2:8][CH2:9][CH2:10][CH2:11][CH2:12][CH3:13])[C:5]([O:7][CH2:22][C:23](=[O:24])[C:25]1[CH:30]=[CH:29][CH:28]=[CH:27][CH:26]=1)=[O:6])[CH2:2][CH3:3]. The catalyst class is: 2. (3) Reactant: Br[C:2]1[CH:3]=[C:4]([NH2:8])[CH:5]=[N:6][CH:7]=1.[O:9]1[CH:13]=[CH:12][C:11](B(O)O)=[CH:10]1.C(#N)C.C(=O)([O-])[O-].[Na+].[Na+]. Product: [O:9]1[CH:13]=[CH:12][C:11]([C:2]2[CH:3]=[C:4]([NH2:8])[CH:5]=[N:6][CH:7]=2)=[CH:10]1. The catalyst class is: 189. (4) Reactant: [CH2:1]([NH:3][C:4](=[S:16])[NH:5][C:6]1[CH:15]=[CH:14][C:9]([C:10]([O:12][CH3:13])=[O:11])=[CH:8][CH:7]=1)[CH3:2].Br[CH2:18][C:19]([C:21]1[CH:26]=[CH:25][CH:24]=[CH:23][CH:22]=1)=O. Product: [CH2:1]([N:3]1[C:19]([C:21]2[CH:26]=[CH:25][CH:24]=[CH:23][CH:22]=2)=[CH:18][S:16]/[C:4]/1=[N:5]\[C:6]1[CH:15]=[CH:14][C:9]([C:10]([O:12][CH3:13])=[O:11])=[CH:8][CH:7]=1)[CH3:2]. The catalyst class is: 5. (5) Reactant: [ClH:1].[CH3:2][O:3][C:4]1[CH:9]=[CH:8][C:7]([C:10]([CH3:19])([CH3:18])[CH:11]=[CH:12][C:13]([O:15][CH2:16][CH3:17])=[O:14])=[CH:6][C:5]=1[N+:20]([O-])=O. Product: [ClH:1].[NH2:20][C:5]1[CH:6]=[C:7]([C:10]([CH3:18])([CH3:19])[CH2:11][CH2:12][C:13]([O:15][CH2:16][CH3:17])=[O:14])[CH:8]=[CH:9][C:4]=1[O:3][CH3:2]. The catalyst class is: 178. (6) Reactant: CN(C)[CH:3]=[C:4]([C:7]1[CH:12]=[CH:11][CH:10]=[CH:9][C:8]=1[F:13])[CH:5]=O.[NH:15]([C:17]1[CH:18]=[C:19]([CH:23]=[CH:24][CH:25]=1)[C:20]([OH:22])=[O:21])[NH2:16]. Product: [F:13][C:8]1[CH:9]=[CH:10][CH:11]=[CH:12][C:7]=1[C:4]1[CH:3]=[N:16][N:15]([C:17]2[CH:18]=[C:19]([CH:23]=[CH:24][CH:25]=2)[C:20]([OH:22])=[O:21])[CH:5]=1. The catalyst class is: 15. (7) Reactant: [CH3:1][C:2]1[CH:7]=[CH:6][CH:5]=[C:4]([CH3:8])[C:3]=1[OH:9].[H-].[Na+].[CH2:12]([N:19]1[CH2:24][CH2:23][O:22][CH:21]([C:25]2[CH:30]=[CH:29][C:28](Br)=[CH:27][CH:26]=2)[CH2:20]1)[C:13]1[CH:18]=[CH:17][CH:16]=[CH:15][CH:14]=1.CC(C)(C(=O)CC(=O)C(C)(C)C)C.C(=O)([O-])[O-].[Cs+].[Cs+]. Product: [CH2:12]([N:19]1[CH2:24][CH2:23][O:22][CH:21]([C:25]2[CH:30]=[CH:29][C:28]([O:9][C:3]3[C:4]([CH3:8])=[CH:5][CH:6]=[CH:7][C:2]=3[CH3:1])=[CH:27][CH:26]=2)[CH2:20]1)[C:13]1[CH:14]=[CH:15][CH:16]=[CH:17][CH:18]=1. The catalyst class is: 432. (8) Reactant: [C:1]1([CH3:11])[CH:6]=[CH:5][CH:4]=[C:3]([CH2:7][C:8]([OH:10])=[O:9])[CH:2]=1.[Br:12]N1C(=O)CCC1=O. Product: [Br:12][CH2:11][C:1]1[CH:2]=[C:3]([CH2:7][C:8]([OH:10])=[O:9])[CH:4]=[CH:5][CH:6]=1. The catalyst class is: 53. (9) Reactant: [NH2:1][CH2:2][C@@H:3]([OH:20])[CH2:4][N:5]1[CH2:10][CH2:9][CH:8]([O:11][C:12]2[CH:17]=[CH:16][C:15]([Cl:18])=[C:14]([Cl:19])[CH:13]=2)[CH2:7][CH2:6]1.[C:21]([C:23]1[CH:24]=[C:25]([S:29](Cl)(=[O:31])=[O:30])[CH:26]=[CH:27][CH:28]=1)#[N:22]. Product: [C:21]([C:23]1[CH:24]=[C:25]([S:29]([NH:1][CH2:2][C@@H:3]([OH:20])[CH2:4][N:5]2[CH2:10][CH2:9][CH:8]([O:11][C:12]3[CH:17]=[CH:16][C:15]([Cl:18])=[C:14]([Cl:19])[CH:13]=3)[CH2:7][CH2:6]2)(=[O:31])=[O:30])[CH:26]=[CH:27][CH:28]=1)#[N:22]. The catalyst class is: 17. (10) Reactant: [F:1][C:2]([F:20])([F:19])[C:3]1[CH:4]=[N:5][C:6]([NH:12][CH2:13][CH2:14][C:15]([F:18])([F:17])[F:16])=[C:7]([CH:11]=1)[C:8]([OH:10])=O.[CH3:21][C:22]([NH2:26])([C:24]#[CH:25])[CH3:23].CCN=C=NCCCN(C)C.CCN(C(C)C)C(C)C.C1C=CC2N(O)N=NC=2C=1. Product: [CH3:21][C:22]([NH:26][C:8](=[O:10])[C:7]1[CH:11]=[C:3]([C:2]([F:1])([F:20])[F:19])[CH:4]=[N:5][C:6]=1[NH:12][CH2:13][CH2:14][C:15]([F:18])([F:17])[F:16])([C:24]#[CH:25])[CH3:23]. The catalyst class is: 149.